This data is from Full USPTO retrosynthesis dataset with 1.9M reactions from patents (1976-2016). The task is: Predict the reactants needed to synthesize the given product. (1) Given the product [CH3:1][CH:2]([CH3:27])[CH2:3][NH:4][CH2:5][C@H:7]1[CH2:12][N:11]([C:13]([O:15][C:16]([CH3:17])([CH3:18])[CH3:19])=[O:14])[CH2:10][CH2:9][N:8]1[C:20]([O:22][C:23]([CH3:24])([CH3:26])[CH3:25])=[O:21], predict the reactants needed to synthesize it. The reactants are: [CH3:1][CH:2]([CH3:27])[CH2:3][NH:4][C:5]([C@H:7]1[CH2:12][N:11]([C:13]([O:15][C:16]([CH3:19])([CH3:18])[CH3:17])=[O:14])[CH2:10][CH2:9][N:8]1[C:20]([O:22][C:23]([CH3:26])([CH3:25])[CH3:24])=[O:21])=O.B.C1COCC1.C1COCC1. (2) The reactants are: [F:1][CH:2]([F:31])[CH2:3][C@H:4]([C@H:15]1[CH2:19][N:18]([C@@H](C2C=CC(OC)=CC=2)C)[C:17](=[O:30])[CH2:16]1)[O:5]CC1C=CC(OC)=CC=1. Given the product [F:31][CH:2]([F:1])[CH2:3][C@H:4]([C@H:15]1[CH2:19][NH:18][C:17](=[O:30])[CH2:16]1)[OH:5], predict the reactants needed to synthesize it. (3) Given the product [O:1]1[C:5]2[CH:6]=[CH:7][CH:8]=[CH:9][C:4]=2[C:3]([CH2:10][CH2:11][CH2:12][NH:13][CH:19]2[CH2:18][C:17]3[C:22](=[CH:23][CH:24]=[CH:25][C:16]=3[O:15][CH3:14])[O:21][CH2:20]2)=[CH:2]1, predict the reactants needed to synthesize it. The reactants are: [O:1]1[C:5]2[CH:6]=[CH:7][CH:8]=[CH:9][C:4]=2[C:3]([CH2:10][CH2:11][CH2:12][NH2:13])=[CH:2]1.[CH3:14][O:15][C:16]1[CH:25]=[CH:24][CH:23]=[C:22]2[C:17]=1[CH2:18][C:19](=O)[CH2:20][O:21]2.C(O)(=O)C.C(O[BH-](OC(=O)C)OC(=O)C)(=O)C.[Na+]. (4) Given the product [NH2:1][C:4]1[CH:5]=[CH:6][C:7]2[O:13][CH2:12][CH2:11][CH2:10][N:9]([C:14](=[O:21])[CH2:15][N:16]3[CH2:17][CH2:18][CH2:19][CH2:20]3)[C:8]=2[CH:22]=1, predict the reactants needed to synthesize it. The reactants are: [N+:1]([C:4]1[CH:5]=[CH:6][C:7]2[O:13][CH2:12][CH2:11][CH2:10][N:9]([C:14](=[O:21])[CH2:15][N:16]3[CH2:20][CH2:19][CH2:18][CH2:17]3)[C:8]=2[CH:22]=1)([O-])=O. (5) Given the product [CH3:1][O:2][CH2:3][CH2:4][NH:5][C:6]1[N:11]=[CH:10][C:9]([CH:12]([CH3:17])[C:13]([OH:15])=[O:14])=[CH:8][CH:7]=1, predict the reactants needed to synthesize it. The reactants are: [CH3:1][O:2][CH2:3][CH2:4][NH:5][C:6]1[N:11]=[CH:10][C:9]([CH:12]([CH3:17])[C:13]([O:15]C)=[O:14])=[CH:8][CH:7]=1.O[Li].O.Cl. (6) Given the product [N:22]1([C:30]([O:32][C:33]([CH3:36])([CH3:35])[CH3:34])=[O:31])[CH2:29][CH2:28][CH2:27][CH:23]1[C:24]([O:26][C@@H:2]1[C:20](=[O:21])[C:6]2=[CH:7][CH:8]=[C:9]3[C:14]([O:13][CH2:12][C:11]4[CH:15]=[C:16]([Cl:19])[CH:17]=[CH:18][C:10]3=4)=[C:5]2[CH2:4][CH2:3]1)=[O:25], predict the reactants needed to synthesize it. The reactants are: Br[CH:2]1[C:20](=[O:21])[C:6]2=[CH:7][CH:8]=[C:9]3[C:14]([O:13][CH2:12][C:11]4[CH:15]=[C:16]([Cl:19])[CH:17]=[CH:18][C:10]3=4)=[C:5]2[CH2:4][CH2:3]1.[N:22]1([C:30]([O:32][C:33]([CH3:36])([CH3:35])[CH3:34])=[O:31])[CH2:29][CH2:28][CH2:27][C@H:23]1[C:24]([OH:26])=[O:25].C(N(C(C)C)CC)(C)C. (7) The reactants are: [CH:1]([N:14]1[CH2:17][C:16](=[O:18])[CH2:15]1)([C:8]1[CH:13]=[CH:12][CH:11]=[CH:10][CH:9]=1)[C:2]1[CH:7]=[CH:6][CH:5]=[CH:4][CH:3]=1.[F:19][C:20]([Si](C)(C)C)([F:22])[F:21].[F-].[Cs+]. Given the product [CH:1]([N:14]1[CH2:17][C:16]([C:20]([F:22])([F:21])[F:19])([OH:18])[CH2:15]1)([C:8]1[CH:13]=[CH:12][CH:11]=[CH:10][CH:9]=1)[C:2]1[CH:3]=[CH:4][CH:5]=[CH:6][CH:7]=1, predict the reactants needed to synthesize it. (8) Given the product [Cl:8][C:4]1[CH:5]=[CH:6][CH:7]=[C:2]([Cl:1])[C:3]=1[C:9]([NH:11][C@H:12]([C:22]([O:24][CH3:25])=[O:23])[CH2:13][C:14]1[CH:15]=[CH:16][C:17]([CH2:20][NH:39][CH2:38][CH2:37][NH:36][C:31]2[CH:32]=[CH:33][CH:34]=[CH:35][N:30]=2)=[CH:18][CH:19]=1)=[O:10], predict the reactants needed to synthesize it. The reactants are: [Cl:1][C:2]1[CH:7]=[CH:6][CH:5]=[C:4]([Cl:8])[C:3]=1[C:9]([NH:11][C@H:12]([C:22]([O:24][CH3:25])=[O:23])[CH2:13][C:14]1[CH:19]=[CH:18][C:17]([CH:20]=O)=[CH:16][CH:15]=1)=[O:10].CC(O)=O.[N:30]1[CH:35]=[CH:34][CH:33]=[CH:32][C:31]=1[NH:36][CH2:37][CH2:38][NH2:39].[BH-](OC(C)=O)(OC(C)=O)OC(C)=O.[Na+].